Task: Predict which catalyst facilitates the given reaction.. Dataset: Catalyst prediction with 721,799 reactions and 888 catalyst types from USPTO (1) The catalyst class is: 4. Product: [C:25]1([CH2:24][CH2:23][NH:31][S:16]([C:14]2[CH:15]=[C:10]([S:7]([C:1]3[CH:6]=[CH:5][CH:4]=[CH:3][CH:2]=3)(=[O:9])=[O:8])[CH:11]=[CH:12][C:13]=2[CH2:20][CH2:21][CH3:22])(=[O:18])=[O:17])[CH:30]=[CH:29][CH:28]=[CH:27][CH:26]=1. Reactant: [C:1]1([S:7]([C:10]2[CH:11]=[CH:12][C:13]([CH2:20][CH2:21][CH3:22])=[C:14]([S:16](Cl)(=[O:18])=[O:17])[CH:15]=2)(=[O:9])=[O:8])[CH:6]=[CH:5][CH:4]=[CH:3][CH:2]=1.[CH2:23]([NH2:31])[CH2:24][C:25]1[CH:30]=[CH:29][CH:28]=[CH:27][CH:26]=1. (2) Reactant: [NH2:1][C@@H:2]1[CH2:6][CH2:5][C@H:4]([C:7]([NH:9][C:10]2[CH:15]=[C:14]([C:16]3[CH:21]=[N:20][CH:19]=[C:18]([NH:22][CH2:23][CH:24]4[CH2:29][CH2:28][O:27][CH2:26][CH2:25]4)[N:17]=3)[C:13]([Cl:30])=[CH:12][N:11]=2)=[O:8])[CH2:3]1.C(N(CC)CC)C.[CH3:38][S:39](Cl)(=[O:41])=[O:40]. Product: [Cl:30][C:13]1[C:14]([C:16]2[CH:21]=[N:20][CH:19]=[C:18]([NH:22][CH2:23][CH:24]3[CH2:29][CH2:28][O:27][CH2:26][CH2:25]3)[N:17]=2)=[CH:15][C:10]([NH:9][C:7]([C@H:4]2[CH2:5][CH2:6][C@@H:2]([NH:1][S:39]([CH3:38])(=[O:41])=[O:40])[CH2:3]2)=[O:8])=[N:11][CH:12]=1. The catalyst class is: 34.